The task is: Predict the product of the given reaction.. This data is from Forward reaction prediction with 1.9M reactions from USPTO patents (1976-2016). Given the reactants [Cl:1][C:2]1[CH:16]=[CH:15][C:14]([C@@:17]23[O:24][C@@:21]([CH2:25][OH:26])([CH2:22][O:23]2)[C@@H:20]([OH:27])[C@H:19]([OH:28])[C@H:18]3[OH:29])=[CH:13][C:3]=1[CH2:4][C:5]1[CH:12]=[CH:11][C:8]([C:9]#N)=[CH:7][CH:6]=1.C[Mg]I.[CH3:33][CH2:34]OCC.[Cl-].[NH4+].C1C[O:43]CC1, predict the reaction product. The product is: [Cl:1][C:2]1[CH:16]=[CH:15][C:14]([C@@:17]23[O:24][C@@:21]([CH2:25][OH:26])([CH2:22][O:23]2)[C@@H:20]([OH:27])[C@H:19]([OH:28])[C@H:18]3[OH:29])=[CH:13][C:3]=1[CH2:4][C:5]1[CH:12]=[CH:11][C:8]([C:9](=[O:43])[CH2:33][CH3:34])=[CH:7][CH:6]=1.